From a dataset of Peptide-MHC class I binding affinity with 185,985 pairs from IEDB/IMGT. Regression. Given a peptide amino acid sequence and an MHC pseudo amino acid sequence, predict their binding affinity value. This is MHC class I binding data. The peptide sequence is AADSFATSY. The MHC is HLA-A29:02 with pseudo-sequence HLA-A29:02. The binding affinity (normalized) is 0.0847.